From a dataset of Full USPTO retrosynthesis dataset with 1.9M reactions from patents (1976-2016). Predict the reactants needed to synthesize the given product. Given the product [CH2:1]([N:8]1[CH2:13][CH2:12][N:11]([C:14](=[O:18])[CH2:15][CH2:16][CH3:17])[CH2:10][CH2:9]1)[C:2]1[CH:3]=[CH:4][CH:5]=[CH:6][CH:7]=1, predict the reactants needed to synthesize it. The reactants are: [CH2:1]([N:8]1[CH2:13][CH2:12][NH:11][CH2:10][CH2:9]1)[C:2]1[CH:7]=[CH:6][CH:5]=[CH:4][CH:3]=1.[C:14](Cl)(=[O:18])[CH2:15][CH2:16][CH3:17].C(N(CC)CC)C.